Dataset: Forward reaction prediction with 1.9M reactions from USPTO patents (1976-2016). Task: Predict the product of the given reaction. (1) Given the reactants [NH2:1][C:2]1[C:7]2[CH:8]=[CH:9][N:10]([C:11]([O:13][CH2:14][C:15]3[CH:20]=[CH:19][CH:18]=[CH:17][CH:16]=3)=[O:12])[C:6]=2[CH:5]=[CH:4][N:3]=1.C(N(CC)CC)C.[C:28](Cl)(=[O:31])[O:29][CH3:30], predict the reaction product. The product is: [CH3:30][O:29][C:28]([NH:1][C:2]1[C:7]2[CH:8]=[CH:9][N:10]([C:11]([O:13][CH2:14][C:15]3[CH:20]=[CH:19][CH:18]=[CH:17][CH:16]=3)=[O:12])[C:6]=2[CH:5]=[CH:4][N:3]=1)=[O:31]. (2) Given the reactants [Br:1][C:2]1[CH:9]=[CH:8][CH:7]=[CH:6][C:3]=1C=O.[CH3:10][O:11][CH:12]([O:15][CH3:16])[CH2:13][NH2:14], predict the reaction product. The product is: [Br:1][C:2]1[CH:9]=[CH:8][CH:7]=[CH:6][C:3]=1[N:14]=[CH:13][CH:12]([O:15][CH3:16])[O:11][CH3:10]. (3) Given the reactants Cl.Cl.[NH2:3][C@H:4]1[CH2:8][CH2:7][N:6]([C@H:9]([C:15]([N:17]2[CH2:22][CH2:21][O:20][CH2:19][CH2:18]2)=[O:16])[CH2:10][CH2:11][N:12]([CH3:14])[CH3:13])[C:5]1=[O:23].CCN(C(C)C)C(C)C.[Cl:33][C:34]1[S:38][C:37]([CH2:39][CH2:40][S:41](Cl)(=[O:43])=[O:42])=[CH:36][CH:35]=1, predict the reaction product. The product is: [Cl:33][C:34]1[S:38][C:37]([CH2:39][CH2:40][S:41]([NH:3][C@H:4]2[CH2:8][CH2:7][N:6]([C@H:9]([C:15]([N:17]3[CH2:22][CH2:21][O:20][CH2:19][CH2:18]3)=[O:16])[CH2:10][CH2:11][N:12]([CH3:14])[CH3:13])[C:5]2=[O:23])(=[O:43])=[O:42])=[CH:36][CH:35]=1. (4) Given the reactants C([O:3][P:4]([CH:9]=[CH:10][CH:11]1[O:15][CH:14]([N:16]2[CH:24]=[N:23][C:22]3[C:17]2=[N:18][CH:19]=[N:20][C:21]=3[NH:25][CH3:26])[CH:13]([O:27]C(=O)C2C=CC=CC=2)[CH2:12]1)([O:6]CC)=[O:5])C.C[Si](Br)(C)C, predict the reaction product. The product is: [OH:27][CH:13]1[CH:14]([N:16]2[CH:24]=[N:23][C:22]3[C:17]2=[N:18][CH:19]=[N:20][C:21]=3[NH:25][CH3:26])[O:15][CH:11]([CH:10]=[CH:9][P:4](=[O:3])([OH:6])[OH:5])[CH2:12]1. (5) Given the reactants [I:1][C:2]1[CH:7]=[CH:6][C:5]([CH2:8][C:9]#[N:10])=[CH:4][CH:3]=1.[C:11]([O:15][C:16](=[O:24])[N:17]([CH2:21][CH2:22]Cl)[CH2:18][CH2:19]Cl)([CH3:14])([CH3:13])[CH3:12], predict the reaction product. The product is: [C:11]([O:15][C:16]([N:17]1[CH2:21][CH2:22][C:8]([C:9]#[N:10])([C:5]2[CH:6]=[CH:7][C:2]([I:1])=[CH:3][CH:4]=2)[CH2:19][CH2:18]1)=[O:24])([CH3:14])([CH3:13])[CH3:12]. (6) Given the reactants C(OC([N:8]([CH2:21][CH:22]1[CH2:27][CH2:26][N:25]([C:28]2[C:36]([Cl:37])=[CH:35][C:31]([C:32]([OH:34])=[O:33])=[CH:30][N:29]=2)[CH2:24][CH:23]1[C:38]1[CH:43]=[CH:42][CH:41]=[CH:40][C:39]=1[F:44])[C@@H:9]([C:11]1[C:20]2[C:15](=[CH:16][CH:17]=[CH:18][CH:19]=2)[CH:14]=[CH:13][CH:12]=1)[CH3:10])=O)(C)(C)C.Cl.C(OCC)(=O)C, predict the reaction product. The product is: [ClH:37].[Cl:37][C:36]1[C:28]([N:25]2[CH2:26][CH2:27][CH:22]([CH2:21][NH:8][C@@H:9]([C:11]3[C:20]4[C:15](=[CH:16][CH:17]=[CH:18][CH:19]=4)[CH:14]=[CH:13][CH:12]=3)[CH3:10])[CH:23]([C:38]3[CH:43]=[CH:42][CH:41]=[CH:40][C:39]=3[F:44])[CH2:24]2)=[N:29][CH:30]=[C:31]([CH:35]=1)[C:32]([OH:34])=[O:33].